This data is from CYP2C19 inhibition data for predicting drug metabolism from PubChem BioAssay. The task is: Regression/Classification. Given a drug SMILES string, predict its absorption, distribution, metabolism, or excretion properties. Task type varies by dataset: regression for continuous measurements (e.g., permeability, clearance, half-life) or binary classification for categorical outcomes (e.g., BBB penetration, CYP inhibition). Dataset: cyp2c19_veith. (1) The drug is Clc1ccc(-c2noc(CN3CCCCC3)n2)cc1. The result is 1 (inhibitor). (2) The molecule is COc1ccc(C(=O)N2CCC3(CC2)CCN(c2ccccn2)CC3)cc1. The result is 0 (non-inhibitor).